From a dataset of Forward reaction prediction with 1.9M reactions from USPTO patents (1976-2016). Predict the product of the given reaction. (1) The product is: [Cl:1][C:2]1[CH:25]=[CH:24][C:5]([CH2:6][NH:7][C:8]([C:10]2[C:11](=[O:23])[C:12]3[CH:20]=[C:19]([CH2:21][N:27]4[CH2:32][CH2:31][O:30][CH2:29][C@@H:28]4[C@@H:33]([OH:34])[C:35]4[CH:40]=[CH:39][CH:38]=[CH:37][CH:36]=4)[S:18][C:13]=3[N:14]([CH2:16][CH3:17])[CH:15]=2)=[O:9])=[CH:4][CH:3]=1. Given the reactants [Cl:1][C:2]1[CH:25]=[CH:24][C:5]([CH2:6][NH:7][C:8]([C:10]2[C:11](=[O:23])[C:12]3[CH:20]=[C:19]([CH2:21]Cl)[S:18][C:13]=3[N:14]([CH2:16][CH3:17])[CH:15]=2)=[O:9])=[CH:4][CH:3]=1.Cl.[NH:27]1[CH2:32][CH2:31][O:30][CH2:29][C@@H:28]1[C@H:33]([C:35]1[CH:40]=[CH:39][CH:38]=[CH:37][CH:36]=1)[OH:34], predict the reaction product. (2) Given the reactants Cl[C:2]1[CH:3]=[C:4]([CH:12]=[C:13]([Cl:15])[N:14]=1)[C:5]([O:7][C:8]([CH3:11])([CH3:10])[CH3:9])=[O:6].[CH3:16][C:17]1([NH2:23])[CH2:22][CH2:21][NH:20][CH2:19][CH2:18]1.CN1CCCC1=O.[O-]P([O-])([O-])=O.[K+].[K+].[K+], predict the reaction product. The product is: [NH2:23][C:17]1([CH3:16])[CH2:22][CH2:21][N:20]([C:2]2[CH:3]=[C:4]([CH:12]=[C:13]([Cl:15])[N:14]=2)[C:5]([O:7][C:8]([CH3:11])([CH3:10])[CH3:9])=[O:6])[CH2:19][CH2:18]1. (3) Given the reactants C([N:8](C(OC(C)(C)C)=O)[C:9]1[N:14]=[C:13]([N:15]2[CH2:20][CH2:19][O:18][CH2:17][CH2:16]2)[N:12]=[C:11]([C:21]#[N:22])[CH:10]=1)(OC(C)(C)C)=O.FC(F)(F)C(O)=O, predict the reaction product. The product is: [NH2:8][C:9]1[N:14]=[C:13]([N:15]2[CH2:20][CH2:19][O:18][CH2:17][CH2:16]2)[N:12]=[C:11]([C:21]#[N:22])[CH:10]=1. (4) Given the reactants Br[C:2]1[CH:16]=[CH:15][C:5]([N:6]([CH2:11][CH:12]([CH3:14])[CH3:13])[CH2:7][CH:8]([CH3:10])[CH3:9])=[C:4]([N+:17]([O-:19])=[O:18])[CH:3]=1.[CH3:20][C:21]1([CH3:35])[CH2:26][O:25][B:24]([B:24]2[O:25][CH2:26][C:21]([CH3:35])([CH3:20])[CH2:22][O:23]2)[O:23][CH2:22]1.C([O-])(=O)C.[K+], predict the reaction product. The product is: [CH3:20][C:21]1([CH3:35])[CH2:26][O:25][B:24]([C:2]2[CH:16]=[CH:15][C:5]([N:6]([CH2:11][CH:12]([CH3:14])[CH3:13])[CH2:7][CH:8]([CH3:10])[CH3:9])=[C:4]([N+:17]([O-:19])=[O:18])[CH:3]=2)[O:23][CH2:22]1. (5) Given the reactants C(N(CC)C(C)C)(C)C.[CH3:10][S:11]([NH2:14])(=[O:13])=[O:12].[Cl:15][C:16]1[C:17]([S:26][C:27]2[CH:32]=[CH:31][C:30]([Cl:33])=[C:29]([Cl:34])[CH:28]=2)=[CH:18][C:19]([F:25])=[C:20]([CH:24]=1)[C:21](O)=[O:22].CN(C)CCCN=C=NCC, predict the reaction product. The product is: [Cl:15][C:16]1[C:17]([S:26][C:27]2[CH:32]=[CH:31][C:30]([Cl:33])=[C:29]([Cl:34])[CH:28]=2)=[CH:18][C:19]([F:25])=[C:20]([CH:24]=1)[C:21]([NH:14][S:11]([CH3:10])(=[O:13])=[O:12])=[O:22].